The task is: Predict which catalyst facilitates the given reaction.. This data is from Catalyst prediction with 721,799 reactions and 888 catalyst types from USPTO. (1) Reactant: [CH:1]1([CH2:4][O:5][C:6]2[CH:14]=[CH:13][C:9]3[O:10][CH2:11][O:12][C:8]=3[C:7]=2[C:15]2[C:16]3[NH:23][CH:22]=[C:21]([C:24]([OH:26])=O)[C:17]=3[N:18]=[CH:19][N:20]=2)[CH2:3][CH2:2]1.[CH:27]1[N:31]=[CH:30][N:29](C([N:29]2[CH:30]=[N:31][CH:27]=[CH:28]2)=O)[CH:28]=1. Product: [CH:1]1([CH2:4][O:5][C:6]2[CH:14]=[CH:13][C:9]3[O:10][CH2:11][O:12][C:8]=3[C:7]=2[C:15]2[C:16]3[NH:23][CH:22]=[C:21]([C:24]([N:29]4[CH:28]=[CH:27][N:31]=[CH:30]4)=[O:26])[C:17]=3[N:18]=[CH:19][N:20]=2)[CH2:2][CH2:3]1. The catalyst class is: 2. (2) Reactant: [Si]([O:8][C@@H:9]([CH2:46][O:47][CH3:48])[CH2:10][O:11][C:12]1[C:16]([CH3:17])=[C:15]([NH:18][C:19]([NH:21][C@H:22]2[C@H:26]([C:27]3[CH:32]=[C:31]([F:33])[C:30]([F:34])=[C:29]([F:35])[CH:28]=3)[CH2:25][N:24]([CH2:36][CH2:37][O:38][CH3:39])[CH2:23]2)=[O:20])[N:14]([C:40]2[CH:45]=[CH:44][CH:43]=[CH:42][CH:41]=2)[N:13]=1)(C(C)(C)C)(C)C.Cl. Product: [OH:8][C@@H:9]([CH2:46][O:47][CH3:48])[CH2:10][O:11][C:12]1[C:16]([CH3:17])=[C:15]([NH:18][C:19]([NH:21][C@H:22]2[C@H:26]([C:27]3[CH:28]=[C:29]([F:35])[C:30]([F:34])=[C:31]([F:33])[CH:32]=3)[CH2:25][N:24]([CH2:36][CH2:37][O:38][CH3:39])[CH2:23]2)=[O:20])[N:14]([C:40]2[CH:41]=[CH:42][CH:43]=[CH:44][CH:45]=2)[N:13]=1. The catalyst class is: 1. (3) Reactant: [C:1](=[O:4])([O-])[O-].[K+].[K+].[Br:7][C:8]1[CH:9]=[C:10](O)[C:11]([Cl:14])=[N:12][CH:13]=1.IC.C1COCC1. Product: [Br:7][C:8]1[CH:9]=[C:10]([O:4][CH3:1])[C:11]([Cl:14])=[N:12][CH:13]=1. The catalyst class is: 650.